Task: Regression/Classification. Given a drug SMILES string, predict its absorption, distribution, metabolism, or excretion properties. Task type varies by dataset: regression for continuous measurements (e.g., permeability, clearance, half-life) or binary classification for categorical outcomes (e.g., BBB penetration, CYP inhibition). Dataset: b3db_classification.. Dataset: Blood-brain barrier permeability classification from the B3DB database (1) The compound is C[C@H](NCCn1cnc2c1c(=O)n(C)c(=O)n2C)[C@@H](O)c1ccccc1. The result is 1 (penetrates BBB). (2) The drug is NCCc1cnc[nH]1. The result is 0 (does not penetrate BBB). (3) The drug is O=C1CN=C(c2ccccc2)c2c(sc3c2CCCC3)N1. The result is 1 (penetrates BBB). (4) The drug is CCN1CCC[C@H]1CNC(=O)c1c(O)c(Cl)cc(Cl)c1OC. The result is 1 (penetrates BBB). (5) The drug is CC1c2ccccc2N(C(N)=O)c2ccccc2C1C. The result is 1 (penetrates BBB). (6) The drug is O=C1OCCN1/N=C\c1ccc([N+](=O)[O-])o1. The result is 0 (does not penetrate BBB). (7) The drug is CC(=O)c1ccc2c(c1)N(CCCN(C)C)c1ccccc1S2. The result is 1 (penetrates BBB). (8) The drug is CC1(C)SC2C(NC(=O)C(N)C3=CCC=CC3)C(=O)N2C1C(=O)O. The result is 0 (does not penetrate BBB). (9) The molecule is CC[C@@H]1C(C)=NN=C(c2ccc(OC)c(OC)c2)c2cc(OC)c(OC)cc21. The result is 1 (penetrates BBB).